Dataset: Forward reaction prediction with 1.9M reactions from USPTO patents (1976-2016). Task: Predict the product of the given reaction. (1) Given the reactants [P:1]([O:42]CC[Si](C)(C)C)([O:35]CC[Si](C)(C)C)([O:3][C@H:4]([CH:32]1[CH2:34][CH2:33]1)[CH2:5][O:6][C:7]1[CH:12]=[CH:11][C:10]([N:13]2[C:18](=[O:19])[C:17]3[S:20][C:21]([C:23]4[CH:28]=[CH:27][C:26]([Cl:29])=[CH:25][CH:24]=4)=[CH:22][C:16]=3[N:15]=[CH:14]2)=[CH:9][C:8]=1[O:30][CH3:31])=[O:2].C(O)(C(F)(F)F)=O, predict the reaction product. The product is: [P:1]([OH:42])([OH:35])([O:3][C@H:4]([CH:32]1[CH2:33][CH2:34]1)[CH2:5][O:6][C:7]1[CH:12]=[CH:11][C:10]([N:13]2[C:18](=[O:19])[C:17]3[S:20][C:21]([C:23]4[CH:28]=[CH:27][C:26]([Cl:29])=[CH:25][CH:24]=4)=[CH:22][C:16]=3[N:15]=[CH:14]2)=[CH:9][C:8]=1[O:30][CH3:31])=[O:2]. (2) Given the reactants C(OC(=O)[NH:7][CH:8]1[CH2:13][CH2:12][N:11]([CH2:14][CH2:15][CH2:16][S:17]([CH3:20])(=[O:19])=[O:18])[CH2:10][CH2:9]1)(C)(C)C.[ClH:22], predict the reaction product. The product is: [ClH:22].[ClH:22].[CH3:20][S:17]([CH2:16][CH2:15][CH2:14][N:11]1[CH2:12][CH2:13][CH:8]([NH2:7])[CH2:9][CH2:10]1)(=[O:19])=[O:18]. (3) Given the reactants [CH2:1]([C:8]1([O:13][C:14]([NH:16][C@@H:17]([CH2:22][CH2:23][CH2:24][CH3:25])[C:18](OC)=[O:19])=[O:15])[CH2:12][CH2:11][CH2:10][CH2:9]1)[C:2]1[CH:7]=[CH:6][CH:5]=[CH:4][CH:3]=1.O.[OH-].[Li+].[C:29]1([P:35](=[CH:48][C:49]#[N:50])([C:42]2[CH:47]=[CH:46][CH:45]=[CH:44][CH:43]=2)[C:36]2[CH:41]=[CH:40][CH:39]=[CH:38][CH:37]=2)[CH:34]=[CH:33][CH:32]=[CH:31][CH:30]=1.O, predict the reaction product. The product is: [C:49]([C:48](=[P:35]([C:36]1[CH:41]=[CH:40][CH:39]=[CH:38][CH:37]=1)([C:42]1[CH:47]=[CH:46][CH:45]=[CH:44][CH:43]=1)[C:29]1[CH:30]=[CH:31][CH:32]=[CH:33][CH:34]=1)[C:18]([C@@H:17]([NH:16][C:14](=[O:15])[O:13][C:8]1([CH2:1][C:2]2[CH:7]=[CH:6][CH:5]=[CH:4][CH:3]=2)[CH2:12][CH2:11][CH2:10][CH2:9]1)[CH2:22][CH2:23][CH2:24][CH3:25])=[O:19])#[N:50]. (4) Given the reactants C(=O)([O-])O.[Na+].FC(F)(F)S(O[C:12]1[CH2:13][CH2:14][N:15]([C:18]([O:20][C:21]([CH3:24])([CH3:23])[CH3:22])=[O:19])[CH2:16][CH:17]=1)(=O)=O.[C:27]([O:31][C:32]([NH:34][C:35]1[CH:40]=[CH:39][CH:38]=[CH:37][C:36]=1[NH:41][C:42](=[O:58])[C:43]1[CH:48]=[CH:47][C:46](B2OC(C)(C)C(C)(C)O2)=[CH:45][CH:44]=1)=[O:33])([CH3:30])([CH3:29])[CH3:28], predict the reaction product. The product is: [C:27]([O:31][C:32]([NH:34][C:35]1[CH:40]=[CH:39][CH:38]=[CH:37][C:36]=1[NH:41][C:42]([C:43]1[CH:48]=[CH:47][C:46]([C:12]2[CH2:13][CH2:14][N:15]([C:18]([O:20][C:21]([CH3:24])([CH3:23])[CH3:22])=[O:19])[CH2:16][CH:17]=2)=[CH:45][CH:44]=1)=[O:58])=[O:33])([CH3:30])([CH3:28])[CH3:29]. (5) Given the reactants N(C(OCC)=O)=NC(OCC)=O.C[O:14][C:15](=[O:45])[CH2:16][C:17]1[CH:22]=[C:21]([Br:23])[C:20]([O:24][C:25]2[CH:30]=[C:29]([CH:31]([CH3:33])[CH3:32])[C:28]([OH:34])=[CH:27][C:26]=2[C:35](=[O:43])[C:36]2[CH:41]=[CH:40][CH:39]=[C:38]([CH3:42])[CH:37]=2)=[C:19]([Br:44])[CH:18]=1.C1C=CC(P(C2C=CC=CC=2)C2C=CC=CC=2)=CC=1.[CH2:65](O)[CH:66]([CH3:68])[CH3:67], predict the reaction product. The product is: [Br:23][C:21]1[CH:22]=[C:17]([CH2:16][C:15]([OH:14])=[O:45])[CH:18]=[C:19]([Br:44])[C:20]=1[O:24][C:25]1[CH:30]=[C:29]([CH:31]([CH3:33])[CH3:32])[C:28]([O:34][CH2:65][CH:66]([CH3:68])[CH3:67])=[CH:27][C:26]=1[C:35](=[O:43])[C:36]1[CH:41]=[CH:40][CH:39]=[C:38]([CH3:42])[CH:37]=1.